This data is from Full USPTO retrosynthesis dataset with 1.9M reactions from patents (1976-2016). The task is: Predict the reactants needed to synthesize the given product. (1) Given the product [CH:4]1([CH2:7][C:8]2[CH:13]=[C:12]([CH3:14])[C:11]([NH:15][C:16]([NH:18][C:19]3[CH:20]=[C:21]([C:40]4[CH:45]=[CH:44][C:43]([F:46])=[C:42]([F:47])[CH:41]=4)[CH:22]=[CH:23][C:24]=3[C:25]([NH:27][C@H:28]([C:36]([OH:38])=[O:37])[C@@H:29]([CH3:35])[O:30][C:31]([CH3:33])([CH3:34])[CH3:32])=[O:26])=[O:17])=[C:10]([CH3:48])[CH:9]=2)[CH2:5][CH2:6]1, predict the reactants needed to synthesize it. The reactants are: O.[OH-].[Li+].[CH:4]1([CH2:7][C:8]2[CH:13]=[C:12]([CH3:14])[C:11]([NH:15][C:16]([NH:18][C:19]3[CH:20]=[C:21]([C:40]4[CH:45]=[CH:44][C:43]([F:46])=[C:42]([F:47])[CH:41]=4)[CH:22]=[CH:23][C:24]=3[C:25]([NH:27][C@H:28]([C:36]([O:38]C)=[O:37])[C@@H:29]([CH3:35])[O:30][C:31]([CH3:34])([CH3:33])[CH3:32])=[O:26])=[O:17])=[C:10]([CH3:48])[CH:9]=2)[CH2:6][CH2:5]1.CO.Cl. (2) Given the product [C:2]1([N:8]2[CH2:12][CH2:11][CH2:10][C:9]2=[O:13])[CH:7]=[CH:6][CH:5]=[CH:4][CH:3]=1, predict the reactants needed to synthesize it. The reactants are: Br[C:2]1[CH:7]=[CH:6][CH:5]=[CH:4][CH:3]=1.[NH:8]1[CH2:12][CH2:11][CH2:10][C:9]1=[O:13].C1C=CC(P(C2C(C3C(P(C4C=CC=CC=4)C4C=CC=CC=4)=CC=C4C=3C=CC=C4)=C3C(C=CC=C3)=CC=2)C2C=CC=CC=2)=CC=1.C([O-])([O-])=O.[Cs+].[Cs+]. (3) Given the product [CH:36]1([N:29]([CH2:30][CH2:31][C:32]([F:33])([F:34])[F:35])[C:26]2[C:25]([NH2:42])=[CH:24][C:23]([B:13]3[O:14][CH2:15][C:16]([CH3:19])([CH3:20])[CH2:17][O:18]3)=[CH:28][CH:27]=2)[CH2:37][CH2:38][CH2:39][CH2:40][CH2:41]1, predict the reactants needed to synthesize it. The reactants are: C([O-])(=O)C.[K+].CC1(C)OCB([B:13]2[O:18][CH2:17][C:16]([CH3:20])([CH3:19])[CH2:15][O:14]2)CO1.Br[C:23]1[CH:24]=[C:25]([NH2:42])[C:26]([N:29]([CH:36]2[CH2:41][CH2:40][CH2:39][CH2:38][CH2:37]2)[CH2:30][CH2:31][C:32]([F:35])([F:34])[F:33])=[CH:27][CH:28]=1.